Dataset: Reaction yield outcomes from USPTO patents with 853,638 reactions. Task: Predict the reaction yield, written as a fraction of the theoretical maximum amount of product (1.0 means a 100% yield; for example, 0.34 means a 34% yield). The reactants are C([N:4](CC=C)[S:5]([C:8]1[CH:9]=[N:10][CH:11]=[CH:12][C:13]=1[NH:14][S:15]([C:18]1[CH:23]=[CH:22][CH:21]=[C:20]([C:24]2[CH:25]=[N:26][C:27]([O:31][CH3:32])=[C:28]([Cl:30])[CH:29]=2)[CH:19]=1)(=[O:17])=[O:16])(=[O:7])=[O:6])C=C.CN1C(=O)CC(=O)N(C)C1=O. The catalyst is ClCCl.C1C=CC([P]([Pd]([P](C2C=CC=CC=2)(C2C=CC=CC=2)C2C=CC=CC=2)([P](C2C=CC=CC=2)(C2C=CC=CC=2)C2C=CC=CC=2)[P](C2C=CC=CC=2)(C2C=CC=CC=2)C2C=CC=CC=2)(C2C=CC=CC=2)C2C=CC=CC=2)=CC=1. The product is [Cl:30][C:28]1[CH:29]=[C:24]([C:20]2[CH:19]=[C:18]([S:15]([NH:14][C:13]3[CH:12]=[CH:11][N:10]=[CH:9][C:8]=3[S:5]([NH2:4])(=[O:6])=[O:7])(=[O:16])=[O:17])[CH:23]=[CH:22][CH:21]=2)[CH:25]=[N:26][C:27]=1[O:31][CH3:32]. The yield is 0.490.